From a dataset of NCI-60 drug combinations with 297,098 pairs across 59 cell lines. Regression. Given two drug SMILES strings and cell line genomic features, predict the synergy score measuring deviation from expected non-interaction effect. (1) Drug 1: C1CN1P(=S)(N2CC2)N3CC3. Drug 2: CC12CCC3C(C1CCC2O)C(CC4=C3C=CC(=C4)O)CCCCCCCCCS(=O)CCCC(C(F)(F)F)(F)F. Cell line: HCT-15. Synergy scores: CSS=21.1, Synergy_ZIP=-5.87, Synergy_Bliss=-6.27, Synergy_Loewe=-5.09, Synergy_HSA=-3.35. (2) Drug 1: CC(CN1CC(=O)NC(=O)C1)N2CC(=O)NC(=O)C2. Drug 2: N.N.Cl[Pt+2]Cl. Cell line: SF-539. Synergy scores: CSS=23.5, Synergy_ZIP=-1.33, Synergy_Bliss=6.41, Synergy_Loewe=6.93, Synergy_HSA=7.17.